This data is from Catalyst prediction with 721,799 reactions and 888 catalyst types from USPTO. The task is: Predict which catalyst facilitates the given reaction. (1) The catalyst class is: 224. Reactant: [C:1]([O:5][C:6]([N:8]1[CH2:11][CH:10]([O:12][C@@H:13]([C:15]([OH:17])=[O:16])[CH3:14])[CH2:9]1)=[O:7])([CH3:4])([CH3:3])[CH3:2].[CH3:18][Si](C=[N+]=[N-])(C)C. Product: [C:1]([O:5][C:6]([N:8]1[CH2:9][CH:10]([O:12][C@@H:13]([C:15]([O:17][CH3:18])=[O:16])[CH3:14])[CH2:11]1)=[O:7])([CH3:2])([CH3:3])[CH3:4]. (2) Reactant: C([Si](C)(C)[O:6][CH2:7][CH2:8][C:9]1[N:13]([CH3:14])[N:12]=[CH:11][CH:10]=1)(C)(C)C.[F-].[Na+].Br. Product: [CH3:14][N:13]1[C:9]([CH2:8][CH2:7][OH:6])=[CH:10][CH:11]=[N:12]1. The catalyst class is: 9. (3) Reactant: [N:1]1[NH:2][N:3]=[N:4][C:5]=1[C:6]1[CH:14]=[CH:13][C:9]([C:10]([OH:12])=O)=[CH:8][CH:7]=1.C1C=NC2N(O)N=NC=2C=1.Cl.C(N=C=NCCCN(C)C)C.[NH2:37][C:38]1[CH:46]=[CH:45][C:41]([C:42]([OH:44])=[O:43])=[CH:40][CH:39]=1.Cl. Product: [N:4]1[NH:3][N:2]=[N:1][C:5]=1[C:6]1[CH:7]=[CH:8][C:9]([C:10]([NH:37][C:38]2[CH:46]=[CH:45][C:41]([C:42]([OH:44])=[O:43])=[CH:40][CH:39]=2)=[O:12])=[CH:13][CH:14]=1. The catalyst class is: 338. (4) Reactant: Cl[C:2]1[N:7]([CH2:8][CH3:9])[C:6](=[O:10])[N:5]([CH2:11][O:12][CH3:13])[C:4](=[O:14])[C:3]=1[CH:15]([CH3:17])[CH3:16].[C:18]([C:20]1[CH:21]=[C:22]([CH:26]=[C:27]([CH3:29])[CH:28]=1)[CH2:23][C:24]#[N:25])#[N:19].[H-].[Na+].[Cl-].[NH4+]. Product: [C:24]([CH:23]([C:2]1[N:7]([CH2:8][CH3:9])[C:6](=[O:10])[N:5]([CH2:11][O:12][CH3:13])[C:4](=[O:14])[C:3]=1[CH:15]([CH3:17])[CH3:16])[C:22]1[CH:21]=[C:20]([CH:28]=[C:27]([CH3:29])[CH:26]=1)[C:18]#[N:19])#[N:25]. The catalyst class is: 3. (5) Reactant: [CH:1]([N:4]1[C:8]([C:9]2[N:10]=[C:11]3[C:17]4[CH:18]=[C:19]([S:23]([CH:25]5[CH2:30][CH2:29][N:28]([CH:31]([CH3:33])[CH3:32])[CH2:27][CH2:26]5)=[O:24])[C:20]([CH3:22])=[CH:21][C:16]=4[O:15][CH2:14][CH2:13][N:12]3[CH:34]=2)=[N:7][C:6]([CH3:35])=[N:5]1)([CH3:3])[CH3:2].C(O)(C(F)(F)F)=[O:37].C1C=C(Cl)C=C(C(OO)=O)C=1. Product: [CH:1]([N:4]1[C:8]([C:9]2[N:10]=[C:11]3[C:17]4[CH:18]=[C:19]([S:23]([CH:25]5[CH2:30][CH2:29][N:28]([CH:31]([CH3:33])[CH3:32])[CH2:27][CH2:26]5)(=[O:37])=[O:24])[C:20]([CH3:22])=[CH:21][C:16]=4[O:15][CH2:14][CH2:13][N:12]3[CH:34]=2)=[N:7][C:6]([CH3:35])=[N:5]1)([CH3:2])[CH3:3]. The catalyst class is: 2. (6) Reactant: [C:1]([C:5]1[CH:6]=[CH:7][C:8]2[O:12][C:11]([C:13]3[C:18]([C:19]([F:22])([F:21])[F:20])=[CH:17][N:16]=[C:15](Cl)[CH:14]=3)=[N:10][C:9]=2[CH:24]=1)([CH3:4])([CH3:3])[CH3:2].[H][H]. Product: [C:1]([C:5]1[CH:6]=[CH:7][C:8]2[O:12][C:11]([C:13]3[CH:14]=[CH:15][N:16]=[CH:17][C:18]=3[C:19]([F:21])([F:22])[F:20])=[N:10][C:9]=2[CH:24]=1)([CH3:4])([CH3:2])[CH3:3]. The catalyst class is: 331. (7) Product: [CH2:12]([O:14][C:15](=[O:38])[O:16][C:17]1[CH:18]([CH2:31][CH:32]2[CH2:37][CH2:36][S:35](=[O:9])[CH2:34][CH2:33]2)[NH:19][C:20](=[O:30])[C:21]=1[C:22]1[CH:27]=[C:26]([CH3:28])[CH:25]=[CH:24][C:23]=1[CH3:29])[CH3:13]. The catalyst class is: 2. Reactant: C1C=C(Cl)C=C(C(OO)=[O:9])C=1.[CH2:12]([O:14][C:15](=[O:38])[O:16][C:17]1[CH:18]([CH2:31][CH:32]2[CH2:37][CH2:36][S:35][CH2:34][CH2:33]2)[NH:19][C:20](=[O:30])[C:21]=1[C:22]1[CH:27]=[C:26]([CH3:28])[CH:25]=[CH:24][C:23]=1[CH3:29])[CH3:13]. (8) The catalyst class is: 37. Reactant: Br[C:2]1[CH:10]=[C:9]2[C:5]([CH2:6][C:7]([CH3:13])([CH3:12])[C:8]2=[O:11])=[CH:4][CH:3]=1.[C:14]([Cu])#[N:15].CCOC(C)=O.O. Product: [CH3:12][C:7]1([CH3:13])[C:8](=[O:11])[C:9]2[C:5](=[CH:4][CH:3]=[C:2]([C:14]#[N:15])[CH:10]=2)[CH2:6]1.